This data is from Forward reaction prediction with 1.9M reactions from USPTO patents (1976-2016). The task is: Predict the product of the given reaction. (1) Given the reactants [Cl:1][C:2]1[CH:3]=[CH:4][C:5]([OH:11])=[C:6]([C:8](=[O:10])[CH3:9])[CH:7]=1.C(=O)([O-])[O-].[K+].[K+].Br[CH2:19][C:20]([CH3:22])=[CH2:21], predict the reaction product. The product is: [Cl:1][C:2]1[CH:3]=[CH:4][C:5]([O:11][CH2:21][C:20]([CH3:22])=[CH2:19])=[C:6]([C:8](=[O:10])[CH3:9])[CH:7]=1. (2) Given the reactants S(=O)(=O)(O)[OH:2].[CH3:6][C:7]1[C:12]([N+:13]([O-:15])=[O:14])=[CH:11][N:10]=[C:9]([C:16]#N)[CH:8]=1.[CH2:18]([OH:20])[CH3:19], predict the reaction product. The product is: [CH3:6][C:7]1[C:12]([N+:13]([O-:15])=[O:14])=[CH:11][N:10]=[C:9]([C:16]([O:20][CH2:18][CH3:19])=[O:2])[CH:8]=1. (3) Given the reactants [F:1][C:2]([F:32])([F:31])[CH2:3][O:4][C:5]1[C:14]([C:15]([O:17]CC)=[O:16])=[C:13]([C:20]([O:22]CC)=[O:21])[C:12]([O:25][CH2:26][C:27]([F:30])([F:29])[F:28])=[C:11]2[C:6]=1[CH:7]=[CH:8][CH:9]=[N:10]2.[OH-].[Na+].[NH4+].[Cl-].Cl, predict the reaction product. The product is: [F:32][C:2]([F:1])([F:31])[CH2:3][O:4][C:5]1[C:14]([C:15]([OH:17])=[O:16])=[C:13]([C:20]([OH:22])=[O:21])[C:12]([O:25][CH2:26][C:27]([F:30])([F:29])[F:28])=[C:11]2[C:6]=1[CH:7]=[CH:8][CH:9]=[N:10]2. (4) Given the reactants [C:1]([O:5][C:6]([N:8]1[CH2:12][C@H:11]([O:13][Si:14]([C:17]([CH3:20])([CH3:19])[CH3:18])([CH3:16])[CH3:15])[CH2:10][C@@H:9]1[C:21](=[O:31])[NH:22][C:23]1[CH:28]=[CH:27][C:26](Br)=[CH:25][C:24]=1[F:30])=[O:7])([CH3:4])([CH3:3])[CH3:2].[CH3:32][S:33][C:34]1[CH:39]=[CH:38][CH:37]=[CH:36][C:35]=1B(O)O.C([O-])([O-])=O.[Na+].[Na+], predict the reaction product. The product is: [C:1]([O:5][C:6]([N:8]1[CH2:12][C@H:11]([O:13][Si:14]([C:17]([CH3:20])([CH3:19])[CH3:18])([CH3:16])[CH3:15])[CH2:10][C@@H:9]1[C:21](=[O:31])[NH:22][C:23]1[CH:28]=[CH:27][C:26]([C:35]2[CH:36]=[CH:37][CH:38]=[CH:39][C:34]=2[S:33][CH3:32])=[CH:25][C:24]=1[F:30])=[O:7])([CH3:4])([CH3:3])[CH3:2].